From a dataset of Human liver microsome stability data. Regression/Classification. Given a drug SMILES string, predict its absorption, distribution, metabolism, or excretion properties. Task type varies by dataset: regression for continuous measurements (e.g., permeability, clearance, half-life) or binary classification for categorical outcomes (e.g., BBB penetration, CYP inhibition). Dataset: hlm. (1) The compound is CC(=O)CC[C@H]1C(=O)N[C@@H](C(C)C)C(=O)N[C@@H](Cc2cccc(O)c2)C(=O)N2CCCC(N2)C(=O)O[C@H](C(C)=CC=CC(=O)Nc2ccncc2)CC=CC=C[C@H](O)[C@H](C)[C@H]1O. The result is 0 (unstable in human liver microsomes). (2) The compound is CCCOC(=O)C=Cc1ccc(NC(=O)C2(NC(=O)c3ccc4c(C5CCCC5)c(-c5ncc(Cl)cn5)n(C)c4c3)CCC2)cc1OCC. The result is 0 (unstable in human liver microsomes). (3) The molecule is CC(C)Oc1cc(NC(=N)c2ccccn2)ccc1-c1ccc(-c2ccc(NC(=N)c3ccccn3)cc2OC(C)C)o1. The result is 0 (unstable in human liver microsomes). (4) The compound is O=C(Nc1ccc(F)c(-c2nc3cc(-c4cc(F)cc(F)c4)cnc3[nH]2)c1)N1CCCC1. The result is 1 (stable in human liver microsomes). (5) The compound is C[C@H](Cc1cccc(CC(=O)NCc2cccc3ccccc23)c1)NC[C@H](O)c1ccc(O)c(CO)c1. The result is 1 (stable in human liver microsomes). (6) The molecule is CC(C)(C)C[C@@H]1N[C@@H](C(=O)N[C@H]2C[C@@](C)(O)C2)[C@H](c2cccc(Cl)c2F)[C@]12C(=O)Nc1cc(Cl)ccc12. The result is 0 (unstable in human liver microsomes).